Task: Predict the reactants needed to synthesize the given product.. Dataset: Full USPTO retrosynthesis dataset with 1.9M reactions from patents (1976-2016) (1) Given the product [CH3:1][O:2][C:3](=[O:15])[NH:4][C:5]1[CH:10]=[CH:9][C:8]([NH:23][CH2:22][CH:17]2[CH2:18][O:19][CH2:20][CH2:21][O:16]2)=[C:7]([N+:12]([O-:14])=[O:13])[CH:6]=1, predict the reactants needed to synthesize it. The reactants are: [CH3:1][O:2][C:3](=[O:15])[NH:4][C:5]1[CH:10]=[CH:9][C:8](F)=[C:7]([N+:12]([O-:14])=[O:13])[CH:6]=1.[O:16]1[CH2:21][CH2:20][O:19][CH2:18][CH:17]1[CH2:22][NH2:23]. (2) Given the product [F:1][C:2]([F:13])([F:12])[C:3]1[CH:8]=[CH:7][C:6]([C@H:22]([CH3:23])[CH2:21][C:20]([NH2:25])=[O:24])=[CH:5][CH:4]=1, predict the reactants needed to synthesize it. The reactants are: [F:1][C:2]([F:13])([F:12])[C:3]1[CH:8]=[CH:7][C:6](B(O)O)=[CH:5][CH:4]=1.C([O-])([O-])=O.[K+].[K+].[C:20]([NH2:25])(=[O:24])[CH:21]=[CH:22][CH3:23].O1CCOCC1.